From a dataset of Catalyst prediction with 721,799 reactions and 888 catalyst types from USPTO. Predict which catalyst facilitates the given reaction. (1) Reactant: [Br:1][C:2]1[C:3]([F:12])=[C:4]2[C:10]([NH2:11])=[CH:9][NH:8][C:5]2=[N:6][CH:7]=1.[CH3:13][N:14]1[C:19](=[O:20])[CH:18]=[CH:17][C:16]([C:21](O)=[O:22])=[N:15]1.C1N(P(Cl)(N2C(=O)OCC2)=O)C(=O)OC1.[Li+].[OH-]. The catalyst class is: 34. Product: [Br:1][C:2]1[C:3]([F:12])=[C:4]2[C:10]([NH:11][C:21]([C:16]3[CH:17]=[CH:18][C:19](=[O:20])[N:14]([CH3:13])[N:15]=3)=[O:22])=[CH:9][NH:8][C:5]2=[N:6][CH:7]=1. (2) Reactant: C([O:8][C:9]1[C:14]([CH3:15])=[CH:13][C:12]([C:16]2[NH:17][C:18](=[O:30])[C:19]3[C:20]([O:28][CH3:29])=[CH:21][C:22]([O:26]C)=[N:23][C:24]=3[CH:25]=2)=[CH:11][C:10]=1[CH3:31])C1C=CC=CC=1.B(Br)(Br)Br.Cl.CCOCC. Product: [OH:26][C:22]1[CH:21]=[C:20]([O:28][CH3:29])[C:19]2[C:18](=[O:30])[NH:17][C:16]([C:12]3[CH:13]=[C:14]([CH3:15])[C:9]([OH:8])=[C:10]([CH3:31])[CH:11]=3)=[CH:25][C:24]=2[N:23]=1. The catalyst class is: 4. (3) Reactant: Cl.[NH2:2][C:3]1[N:11]=[CH:10][N:9]=[C:8]2[C:4]=1[N:5]=[CH:6][N:7]2[C:12]1[CH:17]=[CH:16][C:15]([NH:18][C:19]([NH:21][C:22]2[CH:27]=[CH:26][C:25]([Cl:28])=[C:24]([C:29]([F:32])([F:31])[F:30])[CH:23]=2)=[O:20])=[CH:14][CH:13]=1.[C:33](O[C:33](=[O:38])[CH2:34][CH2:35][CH2:36][CH3:37])(=[O:38])[CH2:34][CH2:35][CH2:36][CH3:37]. Product: [Cl:28][C:25]1[CH:26]=[CH:27][C:22]([NH:21][C:19](=[O:20])[NH:18][C:15]2[CH:14]=[CH:13][C:12]([N:7]3[CH:6]=[N:5][C:4]4[C:8]3=[N:9][CH:10]=[N:11][C:3]=4[NH:2][C:33](=[O:38])[CH2:34][CH2:35][CH2:36][CH3:37])=[CH:17][CH:16]=2)=[CH:23][C:24]=1[C:29]([F:31])([F:32])[F:30]. The catalyst class is: 383.